From a dataset of Forward reaction prediction with 1.9M reactions from USPTO patents (1976-2016). Predict the product of the given reaction. Given the reactants [CH:1]1([C:4]2[N:5]=[C:6]3[CH:11]=[CH:10][C:9]([N+:12]([O-])=O)=[CH:8][N:7]3[C:15]=2[CH3:16])[CH2:3][CH2:2]1.[N:17]1[CH:22]=[CH:21][CH:20]=[CH:19][C:18]=1[C:23]1[CH:28]=[CH:27][C:26]([C:29](O)=[O:30])=[CH:25][CH:24]=1.[ClH:32].C(OCC)(=O)C, predict the reaction product. The product is: [ClH:32].[CH:1]1([C:4]2[N:5]=[C:6]3[CH:11]=[CH:10][C:9]([NH:12][C:29](=[O:30])[C:26]4[CH:27]=[CH:28][C:23]([C:18]5[CH:19]=[CH:20][CH:21]=[CH:22][N:17]=5)=[CH:24][CH:25]=4)=[CH:8][N:7]3[C:15]=2[CH3:16])[CH2:3][CH2:2]1.